From a dataset of Cav3 T-type calcium channel HTS with 100,875 compounds. Binary Classification. Given a drug SMILES string, predict its activity (active/inactive) in a high-throughput screening assay against a specified biological target. (1) The drug is Fc1cc(C(=O)Nc2n(nc3c2CS(=O)C3)c2c(cccc2)C)ccc1. The result is 0 (inactive). (2) The compound is S(=O)(=O)(N(CC(=O)N1CCCC1)Cc1ccccc1)c1ccc(OC)cc1. The result is 0 (inactive). (3) The result is 0 (inactive). The molecule is o1c2c(c3c1cccc3)ccc(N)c2. (4) The molecule is O=C(NC1CCCCC1)Nc1cc2nc3n(CCN(C3)Cc3ccccc3)c2cc1. The result is 0 (inactive). (5) The drug is Clc1cc(N2CN3C(SC2)=C(C(CC3=O)c2c(OC)ccc(OC)c2)C#N)ccc1C. The result is 0 (inactive). (6) The result is 0 (inactive). The compound is S(=O)(=O)(N(CC(=O)N1CCc2c1cccc2)C)c1cc2sc(nc2cc1)C. (7) The compound is o1c(Cn\2c3nc4n(c(=O)c3cc(c2=N\C(=O)c2ccccc2)C(OCC)=O)cccc4C)ccc1. The result is 0 (inactive). (8) The drug is S(CC(=O)N\N=C1\CCCCCC1)Cc1ccc([N+]([O-])=O)cc1. The result is 0 (inactive).